This data is from Catalyst prediction with 721,799 reactions and 888 catalyst types from USPTO. The task is: Predict which catalyst facilitates the given reaction. (1) Reactant: [Cl:1][C:2]1[CH:7]=[CH:6][C:5]([CH2:8]Cl)=[CH:4][N:3]=1.[CH3:10][NH:11][CH2:12][CH3:13].C(=O)([O-])[O-].[K+].[K+]. Product: [Cl:1][C:2]1[N:3]=[CH:4][C:5]([CH2:8][CH:12]([NH:11][CH3:10])[CH3:13])=[CH:6][CH:7]=1. The catalyst class is: 10. (2) Reactant: [O:1]=[C:2]1[C:10]2[C:5](=[CH:6][CH:7]=[CH:8][CH:9]=2)[C:4](=[CH:11][C:12]2[CH:13]=[C:14]([CH:17]=[CH:18][N:19]=2)[C:15]#[N:16])O1.O.[NH2:21][NH2:22]. Product: [O:1]=[C:2]1[C:10]2[C:5](=[CH:6][CH:7]=[CH:8][CH:9]=2)[C:4]([CH2:11][C:12]2[CH:13]=[C:14]([CH:17]=[CH:18][N:19]=2)[C:15]#[N:16])=[N:22][NH:21]1. The catalyst class is: 6. (3) Reactant: [CH2:1]([N:8]1[C:12]2[CH:13]=[CH:14][CH:15]=[CH:16][C:11]=2[NH:10][C:9]1=[O:17])[C:2]1[CH:7]=[CH:6][CH:5]=[CH:4][CH:3]=1.[H-].[Na+].Br[CH2:21][C:22]([O:24][C:25]([CH3:28])([CH3:27])[CH3:26])=[O:23].O. Product: [C:25]([O:24][C:22](=[O:23])[CH2:21][N:10]1[C:11]2[CH:16]=[CH:15][CH:14]=[CH:13][C:12]=2[N:8]([CH2:1][C:2]2[CH:3]=[CH:4][CH:5]=[CH:6][CH:7]=2)[C:9]1=[O:17])([CH3:28])([CH3:27])[CH3:26]. The catalyst class is: 3. (4) Reactant: [Cl:1][C:2]1[CH:3]=[C:4]([C:9](=[N:14][O:15][CH3:16])[CH2:10][CH2:11][C:12]#[N:13])[CH:5]=[CH:6][C:7]=1[Cl:8].S(O)(O)(=O)=O.[NH2:22][OH:23].C(=O)([O-])[O-].[Na+].[Na+]. Product: [Cl:1][C:2]1[CH:3]=[C:4]([C:9](=[N:14][O:15][CH3:16])[CH2:10][CH2:11][C:12]([NH:22][OH:23])=[NH:13])[CH:5]=[CH:6][C:7]=1[Cl:8]. The catalyst class is: 8. (5) Reactant: [C:1]([N:8]1[CH2:13][CH2:12][CH2:11][C:10](=O)[CH2:9]1)([O:3][C:4]([CH3:7])([CH3:6])[CH3:5])=[O:2].C1(P(C2C=CC=CC=2)C2C=CC3C(=CC=CC=3)C=2C2C3C(=CC=CC=3)C=CC=2P(C2C=CC=CC=2)C2C=CC=CC=2)C=CC=CC=1.CC(C)([O-])C.[Na+].N1C=[CH:71][CH:70]=[N:69][C:68]=1[C:73]([OH:75])=O.[OH-].[Na+]. Product: [O:75]1[CH2:71][CH2:70][N:69]([C:11]2[CH2:12][CH2:13][N:8]([C:1]([O:3][C:4]([CH3:7])([CH3:6])[CH3:5])=[O:2])[CH2:9][CH:10]=2)[CH2:68][CH2:73]1. The catalyst class is: 187. (6) Reactant: [Cl:1][C:2]1[CH:7]=[CH:6][CH:5]=[CH:4][C:3]=1[C:8]1[N:9]([C:24]2[CH:29]=[CH:28][C:27]([Cl:30])=[CH:26][CH:25]=2)[C:10]2[C:15]([N:16]=1)=[C:14]([NH:17][C@@H:18]1[CH2:23][CH2:22][CH2:21][NH:20][CH2:19]1)[N:13]=[CH:12][N:11]=2.[CH3:31][S:32](Cl)(=[O:34])=[O:33].C(N(CC)CC)C. Product: [Cl:1][C:2]1[CH:7]=[CH:6][CH:5]=[CH:4][C:3]=1[C:8]1[N:9]([C:24]2[CH:25]=[CH:26][C:27]([Cl:30])=[CH:28][CH:29]=2)[C:10]2[C:15]([N:16]=1)=[C:14]([NH:17][C@@H:18]1[CH2:23][CH2:22][CH2:21][N:20]([S:32]([CH3:31])(=[O:34])=[O:33])[CH2:19]1)[N:13]=[CH:12][N:11]=2. The catalyst class is: 4. (7) Reactant: Cl.[NH2:2][C:3]1[CH:11]=[C:10]([Br:12])[C:9]([F:13])=[CH:8][C:4]=1[C:5]([OH:7])=[O:6].[OH-].[Na+].C(=O)([O-])[O-].[K+].[K+].Br[CH:23]([CH3:28])[C:24]([O:26]C)=[O:25]. Product: [Br:12][C:10]1[C:9]([F:13])=[CH:8][C:4]([C:5]([OH:7])=[O:6])=[C:3]([NH:2][CH:23]([C:24]([OH:26])=[O:25])[CH3:28])[CH:11]=1. The catalyst class is: 72.